From a dataset of Peptide-MHC class I binding affinity with 185,985 pairs from IEDB/IMGT. Regression. Given a peptide amino acid sequence and an MHC pseudo amino acid sequence, predict their binding affinity value. This is MHC class I binding data. (1) The peptide sequence is TMHQDVATF. The MHC is HLA-B07:02 with pseudo-sequence HLA-B07:02. The binding affinity (normalized) is 0.213. (2) The binding affinity (normalized) is 0.600. The peptide sequence is LSVSLVLVGV. The MHC is HLA-A02:06 with pseudo-sequence HLA-A02:06. (3) The peptide sequence is ALLKNPQGI. The MHC is HLA-A02:02 with pseudo-sequence HLA-A02:02. The binding affinity (normalized) is 0.297. (4) The peptide sequence is FLAFVVFLL. The MHC is HLA-A68:02 with pseudo-sequence HLA-A68:02. The binding affinity (normalized) is 0.448. (5) The peptide sequence is ILLAIAMGLV. The MHC is HLA-A24:02 with pseudo-sequence HLA-A24:02. The binding affinity (normalized) is 0.